Task: Predict the reactants needed to synthesize the given product.. Dataset: Full USPTO retrosynthesis dataset with 1.9M reactions from patents (1976-2016) (1) Given the product [Cl:20][C:21]1[CH:34]=[CH:33][C:24]([CH:25]2[N:12]3[CH:13]=[C:9]([C:4]4[CH:5]=[CH:6][CH:7]=[CH:8][C:3]=4[O:2][CH3:1])[N:10]=[C:11]3[NH:14][C:30]([CH3:31])=[C:26]2[C:27]([NH2:29])=[O:28])=[CH:23][C:22]=1[F:35], predict the reactants needed to synthesize it. The reactants are: [CH3:1][O:2][C:3]1[CH:8]=[CH:7][CH:6]=[CH:5][C:4]=1[C:9]1[N:10]=[C:11]([NH2:14])[NH:12][CH:13]=1.CC([O-])=O.[Na+].[Cl:20][C:21]1[CH:34]=[CH:33][C:24]([CH:25]=[C:26]([C:30](=O)[CH3:31])[C:27]([NH2:29])=[O:28])=[CH:23][C:22]=1[F:35]. (2) The reactants are: C(OC([N:8]1[CH2:13][CH2:12][CH:11]([NH:14][C:15]2[CH:24]=[C:23]([CH3:25])[C:22]3[C:17](=[CH:18][CH:19]=[CH:20][CH:21]=3)[N:16]=2)[CH2:10][CH2:9]1)=O)(C)(C)C.[ClH:26]. Given the product [ClH:26].[ClH:26].[CH3:25][C:23]1[C:22]2[C:17](=[CH:18][CH:19]=[CH:20][CH:21]=2)[N:16]=[C:15]([NH:14][CH:11]2[CH2:12][CH2:13][NH:8][CH2:9][CH2:10]2)[CH:24]=1, predict the reactants needed to synthesize it. (3) Given the product [Br:3][C:4]1[CH:9]=[C:8]([CH:18]=[O:19])[CH:7]=[CH:6][N:5]=1, predict the reactants needed to synthesize it. The reactants are: N#N.[Br:3][C:4]1[CH:9]=[C:8](Br)[CH:7]=[CH:6][N:5]=1.[Li]CCCC.CN(C)[CH:18]=[O:19].